Dataset: Cav3 T-type calcium channel HTS with 100,875 compounds. Task: Binary Classification. Given a drug SMILES string, predict its activity (active/inactive) in a high-throughput screening assay against a specified biological target. (1) The molecule is OC1CN(CCC1)Cc1ccc(N(C)C)cc1. The result is 0 (inactive). (2) The compound is S(=O)(=O)(NC(C(=O)N1CCC(CC1)C(=O)NCC(O)=O)C(C)C)c1ccc(cc1)C. The result is 0 (inactive). (3) The drug is S(c1nc(nc(c1)C)NC(=O)C)C. The result is 0 (inactive). (4) The molecule is O1C2C34C(O)(C(N(CC3)CC3CC3)Cc3c4c1c(O)cc3)Cc1c2oc2c1cccc2. The result is 0 (inactive). (5) The drug is Clc1c(n(nc1C(=O)NNC(=S)NCCCC)C)C. The result is 0 (inactive). (6) The molecule is Brc1c(nn(c1)C)C(=O)Nc1cc(OC)ccc1. The result is 0 (inactive). (7) The molecule is S(=O)(=O)(N1CCC(CC1)C(=O)NCCN(CCc1ccccc1)C)N1CCOCC1. The result is 0 (inactive). (8) The drug is s1c2nc(nc(N3CCOCC3)c2c(c1C)C)CN1CCOCC1. The result is 0 (inactive). (9) The drug is Brc1cc(C(CC(=O)NCCN2CCOCC2)c2ccccc2)c(O)cc1. The result is 0 (inactive).